From a dataset of Full USPTO retrosynthesis dataset with 1.9M reactions from patents (1976-2016). Predict the reactants needed to synthesize the given product. (1) The reactants are: C1(O[C:8](=[O:17])[NH:9][C:10]2[S:11][C:12]([CH3:16])=[C:13]([CH3:15])[N:14]=2)C=CC=CC=1.[F:18][C:19]([F:39])([F:38])[CH:20]1[CH2:25][CH2:24][CH2:23][CH:22]([C:26]2[CH:27]=[CH:28][C:29]3[N:35]4[CH2:36][C@H:32]([CH2:33][CH2:34]4)[NH:31][C:30]=3[N:37]=2)[CH2:21]1. Given the product [CH3:15][C:13]1[N:14]=[C:10]([NH:9][C:8]([N:31]2[C@@H:32]3[CH2:36][N:35]([CH2:34][CH2:33]3)[C:29]3[CH:28]=[CH:27][C:26]([CH:22]4[CH2:23][CH2:24][CH2:25][CH:20]([C:19]([F:18])([F:38])[F:39])[CH2:21]4)=[N:37][C:30]2=3)=[O:17])[S:11][C:12]=1[CH3:16], predict the reactants needed to synthesize it. (2) Given the product [CH2:21]([N:18]1[CH2:19][CH2:20][CH:15]([NH:14][C:11](=[O:13])[CH2:10][C:5]2[CH:6]=[CH:7][CH:8]=[CH:9][C:4]=2[N+:1]([O-:3])=[O:2])[CH2:16][CH2:17]1)[C:22]1[CH:23]=[CH:24][CH:25]=[CH:26][CH:27]=1, predict the reactants needed to synthesize it. The reactants are: [N+:1]([C:4]1[CH:9]=[CH:8][CH:7]=[CH:6][C:5]=1[CH2:10][C:11]([OH:13])=O)([O-:3])=[O:2].[NH2:14][CH:15]1[CH2:20][CH2:19][N:18]([CH2:21][C:22]2[CH:27]=[CH:26][CH:25]=[CH:24][CH:23]=2)[CH2:17][CH2:16]1.ON1C2C=CC=CC=2N=N1.CN(C)CCCN=C=NCC.C(N(CC)CC)C. (3) Given the product [CH3:16][NH:17][C:3]([CH:4]([NH:6][C:7](=[O:8])[C:9]1[CH:14]=[CH:13][CH:12]=[N:11][CH:10]=1)[CH3:5])=[O:15], predict the reactants needed to synthesize it. The reactants are: CO[C:3](=[O:15])[CH:4]([NH:6][C:7]([C:9]1[CH:10]=[N:11][CH:12]=[CH:13][CH:14]=1)=[O:8])[CH3:5].[CH3:16][NH2:17].